Dataset: Forward reaction prediction with 1.9M reactions from USPTO patents (1976-2016). Task: Predict the product of the given reaction. (1) The product is: [NH2:17][C:10]1[CH:11]=[CH:12][C:13]([CH:15]=[CH2:16])=[CH:14][C:9]=1[C:1]([C:2]1[CH:7]=[CH:6][CH:5]=[CH:4][CH:3]=1)=[O:8]. Given the reactants [C:1]([C:9]1[CH:14]=[C:13]([CH:15]=[CH2:16])[CH:12]=[CH:11][C:10]=1[NH:17]C(=O)C(F)(F)F)(=[O:8])[C:2]1[CH:7]=[CH:6][CH:5]=[CH:4][CH:3]=1.C(=O)([O-])[O-].[K+].[K+], predict the reaction product. (2) Given the reactants [CH3:1][C:2]([CH3:8])([CH3:7])[CH2:3][C:4](Cl)=[O:5].[CH3:9][C:10]1[CH:14]=[C:13]([N:15]2[C:19]3=[N:20][C:21]([C:24]([F:27])([F:26])[F:25])=[CH:22][CH:23]=[C:18]3[N:17]=[C:16]2[NH2:28])[O:12][N:11]=1.C(N(CC)CC)C.N, predict the reaction product. The product is: [CH3:1][C:2]([CH3:8])([CH3:7])[CH2:3][C:4]([NH:28][C:16]1[N:15]([C:13]2[O:12][N:11]=[C:10]([CH3:9])[CH:14]=2)[C:19]2=[N:20][C:21]([C:24]([F:25])([F:26])[F:27])=[CH:22][CH:23]=[C:18]2[N:17]=1)=[O:5]. (3) The product is: [C:20]1([N:26]([C:33]2[CH:40]=[CH:39][C:36]([CH2:37][C:10]#[N:11])=[CH:35][CH:34]=2)[C:27]2[CH:32]=[CH:31][CH:30]=[CH:29][CH:28]=2)[CH:25]=[CH:24][CH:23]=[CH:22][CH:21]=1. Given the reactants C1(C)C=CC(S([CH2:10][N+:11]#[C-])(=O)=O)=CC=1.CC(C)([O-])C.[K+].[C:20]1([N:26]([C:33]2[CH:40]=[CH:39][C:36]([CH:37]=O)=[CH:35][CH:34]=2)[C:27]2[CH:32]=[CH:31][CH:30]=[CH:29][CH:28]=2)[CH:25]=[CH:24][CH:23]=[CH:22][CH:21]=1.CO, predict the reaction product. (4) Given the reactants [CH3:1][N:2]([CH3:19])[C:3]([C:5]1[C:9]([N+:10]([O-])=O)=[CH:8][N:7]([C:13]2[CH:18]=[CH:17][CH:16]=[CH:15][N:14]=2)[N:6]=1)=[O:4], predict the reaction product. The product is: [CH3:1][N:2]([CH3:19])[C:3]([C:5]1[C:9]([NH2:10])=[CH:8][N:7]([C:13]2[CH:18]=[CH:17][CH:16]=[CH:15][N:14]=2)[N:6]=1)=[O:4]. (5) Given the reactants [C:1]([O:5][CH:6]([C:12]1[C:16]([C:17]2[CH2:22][CH2:21][C:20]([CH3:24])([CH3:23])[CH2:19][CH:18]=2)=[C:15](Cl)[S:14][C:13]=1[CH3:26])[C:7]([O:9][CH2:10][CH3:11])=[O:8])([CH3:4])([CH3:3])[CH3:2].[NH:27]1[CH:31]=[CH:30][CH:29]=[N:28]1.C(=O)([O-])[O-].[K+].[K+].CN[C@@H]1CCCC[C@H]1NC, predict the reaction product. The product is: [C:1]([O:5][CH:6]([C:12]1[C:16]([C:17]2[CH2:22][CH2:21][C:20]([CH3:24])([CH3:23])[CH2:19][CH:18]=2)=[C:15]([N:27]2[CH:31]=[CH:30][CH:29]=[N:28]2)[S:14][C:13]=1[CH3:26])[C:7]([O:9][CH2:10][CH3:11])=[O:8])([CH3:4])([CH3:3])[CH3:2]. (6) Given the reactants ClCl.[C:3]([C:6]1[CH:7]=[C:8]2[C:13](=[CH:14][CH:15]=1)[N:12]=[CH:11][N:10]=[C:9]2[NH:16][C:17]1[CH:22]=[CH:21][C:20]([F:23])=[C:19]([Cl:24])[CH:18]=1)(=[O:5])[CH3:4].C(Cl)[Cl:26], predict the reaction product. The product is: [Cl:26][CH2:4][C:3]([C:6]1[CH:7]=[C:8]2[C:13](=[CH:14][CH:15]=1)[N:12]=[CH:11][N:10]=[C:9]2[NH:16][C:17]1[CH:22]=[CH:21][C:20]([F:23])=[C:19]([Cl:24])[CH:18]=1)=[O:5]. (7) Given the reactants [NH2:1][C:2]1[CH:7]=[CH:6][C:5]([N:8]2[CH2:13][CH2:12][N:11]([C:14](=[O:16])[CH3:15])[CH2:10][CH2:9]2)=[CH:4][C:3]=1[O:17][CH3:18].C(N(C(C)C)CC)(C)C.[CH3:28][C:29]1[C:38]2[CH:37]=[N:36][C:35](S(C)=O)=[N:34][C:33]=2[N:32]([C:42]2[CH:43]=[C:44]([NH:48][C:49](=[O:52])[CH:50]=[CH2:51])[CH:45]=[CH:46][CH:47]=2)[C:31](=[O:53])[CH:30]=1, predict the reaction product. The product is: [C:14]([N:11]1[CH2:12][CH2:13][N:8]([C:5]2[CH:6]=[CH:7][C:2]([NH:1][C:35]3[N:36]=[CH:37][C:38]4[C:29]([CH3:28])=[CH:30][C:31](=[O:53])[N:32]([C:42]5[CH:43]=[C:44]([NH:48][C:49](=[O:52])[CH:50]=[CH2:51])[CH:45]=[CH:46][CH:47]=5)[C:33]=4[N:34]=3)=[C:3]([O:17][CH3:18])[CH:4]=2)[CH2:9][CH2:10]1)(=[O:16])[CH3:15]. (8) Given the reactants [OH:1][C@H:2]([C:33]1[CH:38]=[CH:37][C:36]([OH:39])=[CH:35][CH:34]=1)[C@@H:3]([NH:5][CH2:6][CH2:7][O:8][C:9]1[C:14]([CH3:15])=[CH:13][C:12]([C:16]2[CH:21]=[CH:20][C:19]([C:22]([O:24]CC3C=CC=CC=3)=[O:23])=[CH:18][CH:17]=2)=[CH:11][C:10]=1[CH3:32])[CH3:4], predict the reaction product. The product is: [OH:1][C@H:2]([C:33]1[CH:38]=[CH:37][C:36]([OH:39])=[CH:35][CH:34]=1)[C@@H:3]([NH:5][CH2:6][CH2:7][O:8][C:9]1[C:14]([CH3:15])=[CH:13][C:12]([C:16]2[CH:21]=[CH:20][C:19]([C:22]([OH:24])=[O:23])=[CH:18][CH:17]=2)=[CH:11][C:10]=1[CH3:32])[CH3:4]. (9) Given the reactants [F:1][C:2]([F:19])([F:18])[O:3][C:4]1[CH:5]=[C:6]([CH:15]=[CH:16][CH:17]=1)[CH2:7][NH:8][CH:9]1[CH2:14][CH2:13][O:12][CH2:11][CH2:10]1.[CH3:20][N:21]1[CH:25]=[C:24]([C:26](O)=[O:27])[N:23]=[CH:22]1.CCN=C=NCCCN(C)C.Cl.C1C=CC2N(O)N=NC=2C=1, predict the reaction product. The product is: [CH3:20][N:21]1[CH:25]=[C:24]([C:26]([N:8]([CH:9]2[CH2:14][CH2:13][O:12][CH2:11][CH2:10]2)[CH2:7][C:6]2[CH:15]=[CH:16][CH:17]=[C:4]([O:3][C:2]([F:18])([F:1])[F:19])[CH:5]=2)=[O:27])[N:23]=[CH:22]1. (10) Given the reactants [F:1][C:2]1[CH:7]=[CH:6][C:5]([C:8](=O)[CH:9]([CH:18]([C:28](=O)[CH:29]([CH3:31])[CH3:30])[C:19]([NH:21][C:22]2[CH:27]=[CH:26][CH:25]=[CH:24][CH:23]=2)=[O:20])[C:10]2[CH:15]=[CH:14][N:13]=[C:12]([O:16][CH3:17])[N:11]=2)=[CH:4][CH:3]=1.[NH2:34][CH2:35][CH2:36][C@H:37]1[O:42]B(C2C=CC=CC=2)[O:40][C@@H:39]([CH2:49][C:50]([O:52][C:53]([CH3:56])([CH3:55])[CH3:54])=[O:51])[CH2:38]1.C(O)(=O)C(C)(C)C, predict the reaction product. The product is: [F:1][C:2]1[CH:3]=[CH:4][C:5]([C:8]2[N:34]([CH2:35][CH2:36][C@@H:37]([OH:42])[CH2:38][C@@H:39]([OH:40])[CH2:49][C:50]([O:52][C:53]([CH3:54])([CH3:55])[CH3:56])=[O:51])[C:28]([CH:29]([CH3:31])[CH3:30])=[C:18]([C:19](=[O:20])[NH:21][C:22]3[CH:27]=[CH:26][CH:25]=[CH:24][CH:23]=3)[C:9]=2[C:10]2[CH:15]=[CH:14][N:13]=[C:12]([O:16][CH3:17])[N:11]=2)=[CH:6][CH:7]=1.